This data is from Reaction yield outcomes from USPTO patents with 853,638 reactions. The task is: Predict the reaction yield, written as a fraction of the theoretical maximum amount of product (1.0 means a 100% yield; for example, 0.34 means a 34% yield). The reactants are [F:1][C:2]([F:17])([F:16])[C:3]1[CH:8]=[CH:7][C:6]([C:9]2[CH:14]=[CH:13][NH:12][C:11](=[O:15])[CH:10]=2)=[CH:5][CH:4]=1.Br[C:19]1[CH:27]=[C:26]2[C:22]([C:23]3[CH2:41][CH2:40][N:39]([C:42]([O:44][C:45]([CH3:48])([CH3:47])[CH3:46])=[O:43])[CH2:38][C:24]=3[N:25]2[S:28]([C:31]2[CH:37]=[CH:36][C:34]([CH3:35])=[CH:33][CH:32]=2)(=[O:30])=[O:29])=[CH:21][CH:20]=1.OC1C=CC=C2C=1N=CC=C2.C([O-])([O-])=O.[Cs+].[Cs+]. The catalyst is CS(C)=O.[Cu]I. The product is [O:15]=[C:11]1[CH:10]=[C:9]([C:6]2[CH:5]=[CH:4][C:3]([C:2]([F:1])([F:16])[F:17])=[CH:8][CH:7]=2)[CH:14]=[CH:13][N:12]1[C:19]1[CH:27]=[C:26]2[C:22]([C:23]3[CH2:41][CH2:40][N:39]([C:42]([O:44][C:45]([CH3:48])([CH3:47])[CH3:46])=[O:43])[CH2:38][C:24]=3[N:25]2[S:28]([C:31]2[CH:32]=[CH:33][C:34]([CH3:35])=[CH:36][CH:37]=2)(=[O:30])=[O:29])=[CH:21][CH:20]=1. The yield is 0.510.